The task is: Predict which catalyst facilitates the given reaction.. This data is from Catalyst prediction with 721,799 reactions and 888 catalyst types from USPTO. (1) Reactant: [CH:1]1[C:6]([Cl:7])=[CH:5][C:4]([OH:8])=[C:3]([O:9][C:10]2[CH:11]=[CH:12][C:13]([Cl:17])=[CH:14][C:15]=2[Cl:16])[CH:2]=1.C(N(CC)CC)C.[CH2:25]([O:32][CH2:33][C:34](Cl)=[O:35])[C:26]1[CH:31]=[CH:30][CH:29]=[CH:28][CH:27]=1. Product: [Cl:7][C:6]1[CH:1]=[CH:2][C:3]([O:9][C:10]2[CH:11]=[CH:12][C:13]([Cl:17])=[CH:14][C:15]=2[Cl:16])=[C:4]([O:8][C:34](=[O:35])[CH2:33][O:32][CH2:25][C:26]2[CH:31]=[CH:30][CH:29]=[CH:28][CH:27]=2)[CH:5]=1. The catalyst class is: 21. (2) Product: [Cl:1][C:2]1[CH:8]=[C:6]2[C:5]([CH2:12][CH2:11][C:10](=[O:13])[NH:7]2)=[CH:4][CH:3]=1. Reactant: [Cl:1][C:2]1[CH:3]=[CH:4][C:5](I)=[C:6]([CH:8]=1)[NH2:7].[C:10](OCC)(=[O:13])[CH:11]=[CH2:12].CC(N=NC(C#N)(C)C)(C#N)C. The catalyst class is: 58. (3) Reactant: [Cl:1][C:2]1[C:3]([C:21]2[CH:26]=[CH:25][N:24]=[CH:23][CH:22]=2)=[C:4]([C:11]2[CH:20]=[CH:19][C:18]3[C:13](=[CH:14][CH:15]=[CH:16][CH:17]=3)[CH:12]=2)[C:5](=[O:10])[N:6]([CH3:9])[C:7]=1Cl.C(N(C(C)C)CC)(C)C.[CH:36]([NH:39][CH2:40][CH:41]1[CH2:45][CH2:44][CH2:43][NH:42]1)([CH3:38])[CH3:37]. Product: [Cl:1][C:2]1[C:3]([C:21]2[CH:26]=[CH:25][N:24]=[CH:23][CH:22]=2)=[C:4]([C:11]2[CH:20]=[CH:19][C:18]3[C:13](=[CH:14][CH:15]=[CH:16][CH:17]=3)[CH:12]=2)[C:5](=[O:10])[N:6]([CH3:9])[C:7]=1[N:42]1[CH2:43][CH2:44][CH2:45][CH:41]1[CH2:40][NH:39][CH:36]([CH3:38])[CH3:37]. The catalyst class is: 2. (4) Reactant: [ClH:1].[NH2:2][CH2:3][C:4]([C:6]1[S:7][CH:8]=[C:9](Cl)[CH:10]=1)=[O:5].[F:12][C:13]1[CH:22]=[CH:21][CH:20]=[CH:19][C:14]=1[CH2:15][N:16]=[C:17]=[O:18].C(N(CC)C(C)C)(C)C. Product: [Cl:1][C:8]1[S:7][C:6]([C:4](=[O:5])[CH2:3][NH:2][C:17]([NH:16][CH2:15][C:14]2[CH:19]=[CH:20][CH:21]=[CH:22][C:13]=2[F:12])=[O:18])=[CH:10][CH:9]=1. The catalyst class is: 4. (5) Reactant: [C:1]([O:5][C@@H:6]([C:12]1[C:13]([CH3:27])=[N:14][C:15]2[N:16]([N:19]=[C:20]([C:22]([O:24][CH2:25][CH3:26])=[O:23])[CH:21]=2)[C:17]=1I)[C:7]([O:9][CH2:10][CH3:11])=[O:8])([CH3:4])([CH3:3])[CH3:2].[F:28][C:29]1[C:30](B2OC(C)(C)C(C)(C)O2)=[CH:31][C:32]2[NH:37][CH2:36][CH2:35][O:34][C:33]=2[CH:38]=1.C([O-])([O-])=O.[Na+].[Na+]. Product: [C:1]([O:5][C@@H:6]([C:12]1[C:13]([CH3:27])=[N:14][C:15]2[N:16]([N:19]=[C:20]([C:22]([O:24][CH2:25][CH3:26])=[O:23])[CH:21]=2)[C:17]=1[C:30]1[C:29]([F:28])=[CH:38][C:33]2[O:34][CH2:35][CH2:36][NH:37][C:32]=2[CH:31]=1)[C:7]([O:9][CH2:10][CH3:11])=[O:8])([CH3:4])([CH3:3])[CH3:2]. The catalyst class is: 3. (6) Reactant: [OH:1][N:2]=[C:3](Cl)[C:4]1[CH:9]=[CH:8][CH:7]=[CH:6][C:5]=1[CH3:10].[CH2:12]([O:14][C:15](=[O:23])[CH:16]=[CH:17]N1CCCC1)[CH3:13].C(N(CC)CC)C. Product: [CH2:12]([O:14][C:15]([C:16]1[C:3]([C:4]2[CH:9]=[CH:8][CH:7]=[CH:6][C:5]=2[CH3:10])=[N:2][O:1][CH:17]=1)=[O:23])[CH3:13]. The catalyst class is: 27. (7) Reactant: C(N(CC)CC)C.[C:8](Cl)(=[O:10])[CH3:9].C1COCC1.[CH2:17]([N:24]1[CH2:28][CH2:27][C@H:26]([OH:29])[CH2:25]1)[C:18]1[CH:23]=[CH:22][CH:21]=[CH:20][CH:19]=1. Product: [CH2:17]([N:24]1[CH2:28][CH2:27][C@H:26]([O:29][C:8](=[O:10])[CH3:9])[CH2:25]1)[C:18]1[CH:19]=[CH:20][CH:21]=[CH:22][CH:23]=1. The catalyst class is: 13.